This data is from Full USPTO retrosynthesis dataset with 1.9M reactions from patents (1976-2016). The task is: Predict the reactants needed to synthesize the given product. (1) Given the product [NH2:39][C:35]1[C:22]2[C:23]([C:25]3[CH:26]=[N:27][C:28]4[C:33]([CH:34]=3)=[CH:32][CH:31]=[CH:30][CH:29]=4)=[C:24]3[N:20]([C:21]=2[N:38]=[CH:37][N:36]=1)[CH2:19][C@@H:18]([NH:40][C:10](=[O:14])[C:11]([CH3:13])=[CH2:12])[C:17]3=[CH2:16], predict the reactants needed to synthesize it. The reactants are: C(N(C(C)C)CC)(C)C.[C:10](Cl)(=[O:14])[C:11]([CH3:13])=[CH2:12].[CH2:16]=[C:17]1[C:24]2[N:20]([C:21]3[N:38]=[CH:37][N:36]=[C:35]([NH2:39])[C:22]=3[C:23]=2[C:25]2[CH:26]=[N:27][C:28]3[C:33]([CH:34]=2)=[CH:32][CH:31]=[CH:30][CH:29]=3)[CH2:19][C@H:18]1[NH2:40].C(=O)(O)[O-].[Na+]. (2) The reactants are: Cl[C:2]1[C:7]2[C:8](=[O:31])[N:9]([C:13]3[CH:18]=[CH:17][C:16]([N:19]4[CH:23]=[CH:22][N:21]([CH2:24][C:25]([O:27][CH2:28][CH3:29])=[O:26])[C:20]4=[O:30])=[CH:15][CH:14]=3)[CH2:10][CH2:11][O:12][C:6]=2[N:5]=[CH:4][N:3]=1.[NH3:32]. Given the product [NH2:32][C:2]1[C:7]2[C:8](=[O:31])[N:9]([C:13]3[CH:18]=[CH:17][C:16]([N:19]4[CH:23]=[CH:22][N:21]([CH2:24][C:25]([O:27][CH2:28][CH3:29])=[O:26])[C:20]4=[O:30])=[CH:15][CH:14]=3)[CH2:10][CH2:11][O:12][C:6]=2[N:5]=[CH:4][N:3]=1, predict the reactants needed to synthesize it.